This data is from Full USPTO retrosynthesis dataset with 1.9M reactions from patents (1976-2016). The task is: Predict the reactants needed to synthesize the given product. Given the product [Cl:1][C:2]1[CH:3]=[C:4]([CH:12]([CH2:16][CH:17]2[CH2:21][CH2:20][CH2:19][CH2:18]2)[C:13]([NH:35][C:31]2[N:32]=[CH:33][CH:34]=[CH:29][N:30]=2)=[O:15])[CH:5]=[CH:6][C:7]=1[S:8]([CH3:11])(=[O:9])=[O:10], predict the reactants needed to synthesize it. The reactants are: [Cl:1][C:2]1[CH:3]=[C:4]([CH:12]([CH2:16][CH:17]2[CH2:21][CH2:20][CH2:19][CH2:18]2)[C:13]([OH:15])=O)[CH:5]=[CH:6][C:7]=1[S:8]([CH3:11])(=[O:10])=[O:9].C(Cl)(=O)C(Cl)=O.N[C:29]1[CH:34]=[CH:33][N:32]=[CH:31][N:30]=1.[N:35]1C=CC=CC=1.